Dataset: Reaction yield outcomes from USPTO patents with 853,638 reactions. Task: Predict the reaction yield, written as a fraction of the theoretical maximum amount of product (1.0 means a 100% yield; for example, 0.34 means a 34% yield). (1) The yield is 0.566. No catalyst specified. The reactants are [Br:1][C:2]1[C:3]([F:21])=[C:4]([C:8]([O:11][C:12]2[CH:17]=[CH:16][C:15]([O:18][CH3:19])=[CH:14][C:13]=2[F:20])=[CH:9][CH:10]=1)[C:5]([OH:7])=O.S(=O)(=O)(O)O. The product is [Br:1][C:2]1[CH:10]=[CH:9][C:8]2[O:11][C:12]3[C:17](=[CH:16][C:15]([O:18][CH3:19])=[CH:14][C:13]=3[F:20])[C:5](=[O:7])[C:4]=2[C:3]=1[F:21]. (2) The reactants are Br[C:2]1[N:3]([CH2:21][S:22][C:23]2[CH:28]=[CH:27][CH:26]=[CH:25][CH:24]=2)[C:4]2[C:9]([C:10]=1[CH:11]1[CH2:16][CH2:15][CH2:14][CH2:13][CH2:12]1)=[CH:8][CH:7]=[C:6]([C:17]([O:19][CH3:20])=[O:18])[CH:5]=2.C([O-])(=O)C.[K+].Cl. The catalyst is CN(C)C(=O)C.C1C=CC([P]([Pd]([P](C2C=CC=CC=2)(C2C=CC=CC=2)C2C=CC=CC=2)([P](C2C=CC=CC=2)(C2C=CC=CC=2)C2C=CC=CC=2)[P](C2C=CC=CC=2)(C2C=CC=CC=2)C2C=CC=CC=2)(C2C=CC=CC=2)C2C=CC=CC=2)=CC=1. The product is [CH:11]1([C:10]2[C:9]3[C:4]([N:3]4[C:2]=2[C:24]2[CH:25]=[CH:26][CH:27]=[CH:28][C:23]=2[S:22][CH2:21]4)=[CH:5][C:6]([C:17]([O:19][CH3:20])=[O:18])=[CH:7][CH:8]=3)[CH2:16][CH2:15][CH2:14][CH2:13][CH2:12]1. The yield is 0.110.